From a dataset of Forward reaction prediction with 1.9M reactions from USPTO patents (1976-2016). Predict the product of the given reaction. (1) Given the reactants C([N:8]1[CH2:14][CH2:13][C:12]2[CH:15]=[N:16][C:17]([NH:19][C:20]3[CH:25]=[CH:24][CH:23]=[CH:22][CH:21]=3)=[N:18][C:11]=2[CH2:10][CH2:9]1)C1C=CC=CC=1.[H][H], predict the reaction product. The product is: [C:20]1([NH:19][C:17]2[N:16]=[CH:15][C:12]3[CH2:13][CH2:14][NH:8][CH2:9][CH2:10][C:11]=3[N:18]=2)[CH:21]=[CH:22][CH:23]=[CH:24][CH:25]=1. (2) Given the reactants [F:1][C:2]1[CH:7]=[C:6]([CH3:8])[CH:5]=[CH:4][C:3]=1[NH:9][C:10]1[C:19]2[C:14](=[CH:15][C:16]([O:26][CH3:27])=[C:17]([C:20]3[CH2:21][CH2:22][NH:23][CH2:24][CH:25]=3)[CH:18]=2)[N:13]=[N:12][C:11]=1[C:28]#[N:29].[CH3:30][C:31]([CH3:33])=O.C(O)(=O)C.C(O[BH-](OC(=O)C)OC(=O)C)(=O)C.[Na+], predict the reaction product. The product is: [F:1][C:2]1[CH:7]=[C:6]([CH3:8])[CH:5]=[CH:4][C:3]=1[NH:9][C:10]1[C:19]2[C:14](=[CH:15][C:16]([O:26][CH3:27])=[C:17]([C:20]3[CH2:21][CH2:22][N:23]([CH:31]([CH3:33])[CH3:30])[CH2:24][CH:25]=3)[CH:18]=2)[N:13]=[N:12][C:11]=1[C:28]#[N:29]. (3) Given the reactants [C:1]([CH2:3][CH2:4][C:5]([NH:7][CH:8]([B:21]1[O:29][CH:28]2[C:23]([CH3:33])([CH:24]3[CH2:30][CH:26]([CH2:27]2)[C:25]3([CH3:32])[CH3:31])[O:22]1)[CH2:9][C:10]1[C:11]([O:19][CH3:20])=[C:12]([CH:16]=[CH:17][CH:18]=1)[C:13]([OH:15])=[O:14])=[O:6])#[N:2].Br[CH2:35][C:36]1[O:37][C:38](=[O:42])[O:39][C:40]=1[CH3:41], predict the reaction product. The product is: [CH3:41][C:40]1[O:39][C:38](=[O:42])[O:37][C:36]=1[CH2:35][O:14][C:13](=[O:15])[C:12]1[CH:16]=[CH:17][CH:18]=[C:10]([CH2:9][CH:8]([NH:7][C:5](=[O:6])[CH2:4][CH2:3][C:1]#[N:2])[B:21]2[O:29][CH:28]3[C:23]([CH3:33])([CH:24]4[CH2:30][CH:26]([CH2:27]3)[C:25]4([CH3:32])[CH3:31])[O:22]2)[C:11]=1[O:19][CH3:20]. (4) Given the reactants [CH3:1][O:2][C:3]1[CH:4]=[C:5]([CH:17]=[CH:18][C:19]([O:21][CH2:22][CH3:23])=[O:20])[CH:6]=[CH:7][C:8]=1[O:9]CC1C=CC=CC=1.Cl, predict the reaction product. The product is: [OH:9][C:8]1[CH:7]=[CH:6][C:5]([CH2:17][CH2:18][C:19]([O:21][CH2:22][CH3:23])=[O:20])=[CH:4][C:3]=1[O:2][CH3:1]. (5) Given the reactants [CH3:1][N:2]1[CH:6]=[CH:5][C:4]([CH:7]=O)=[N:3]1.[CH2:9]([NH2:11])[CH3:10], predict the reaction product. The product is: [CH2:9]([NH:11][CH2:7][C:4]1[CH:5]=[CH:6][N:2]([CH3:1])[N:3]=1)[CH3:10]. (6) Given the reactants Cl[C:2]1[C:7]2[C:8]([N:11]3[CH2:15][CH2:14][N:13]([C:16]4[CH:17]=[N:18][CH:19]=[CH:20][C:21]=4[CH3:22])[C:12]3=[O:23])=[CH:9][S:10][C:6]=2[CH:5]=[CH:4][N:3]=1.CO, predict the reaction product. The product is: [CH3:22][C:21]1[CH:20]=[CH:19][N:18]=[CH:17][C:16]=1[N:13]1[CH2:14][CH2:15][N:11]([C:8]2[C:7]3[CH:2]=[N:3][CH:4]=[CH:5][C:6]=3[S:10][CH:9]=2)[C:12]1=[O:23].